This data is from Full USPTO retrosynthesis dataset with 1.9M reactions from patents (1976-2016). The task is: Predict the reactants needed to synthesize the given product. (1) Given the product [Cl:30][C:24]1[CH:23]=[C:22]([C:19]2[CH:20]=[CH:21][N:17]([CH2:16][C@@H:15]([NH:14][C:9]([C:7]3[N:6]=[C:5]([CH3:12])[N:4]([CH2:3][C@H:2]([OH:1])[CH3:13])[CH:8]=3)=[O:11])[CH3:31])[N:18]=2)[CH:29]=[CH:28][C:25]=1[C:26]#[N:27], predict the reactants needed to synthesize it. The reactants are: [OH:1][C@H:2]([CH3:13])[CH2:3][N:4]1[CH:8]=[C:7]([C:9]([OH:11])=O)[N:6]=[C:5]1[CH3:12].[NH2:14][C@@H:15]([CH3:31])[CH2:16][N:17]1[CH:21]=[CH:20][C:19]([C:22]2[CH:29]=[CH:28][C:25]([C:26]#[N:27])=[C:24]([Cl:30])[CH:23]=2)=[N:18]1.CN(C=O)C. (2) Given the product [F:15][C:16]1[C:21]([F:22])=[C:20]([C:23]([F:26])([F:24])[F:25])[CH:19]=[CH:18][C:17]=1[C:27]1[N:28]=[C:29]([NH:32][C:39](=[O:54])[CH2:40][C:7]2[C:6]3[C:5](=[O:12])[N:4]([CH3:13])[C:3](=[O:14])[N:2]([CH3:1])[C:10]=3[S:9][CH:8]=2)[S:30][CH:31]=1, predict the reactants needed to synthesize it. The reactants are: [CH3:1][N:2]1[C:7]2=[CH:8][S:9][C:10](C)=[C:6]2[C:5](=[O:12])[N:4]([CH3:13])[C:3]1=[O:14].[F:15][C:16]1[C:21]([F:22])=[C:20]([C:23]([F:26])([F:25])[F:24])[CH:19]=[CH:18][C:17]=1[C:27]1[N:28]=[C:29]([NH2:32])[S:30][CH:31]=1.CCN=C=NC[CH2:39][CH2:40]N(C)C.Cl.C1C=CC2N([OH:54])N=NC=2C=1. (3) Given the product [C:1]([C:5]1[CH:10]=[CH:9][C:8]([NH:11][C:12]2[CH:20]=[CH:19][CH:18]=[C:14]3[C:13]=2[C:21](=[O:23])[N:25]([CH:26]2[CH2:32][CH2:31][C:30](=[O:33])[NH:29][C:27]2=[O:28])[C:15]3=[O:16])=[CH:7][CH:6]=1)([CH3:4])([CH3:3])[CH3:2], predict the reactants needed to synthesize it. The reactants are: [C:1]([C:5]1[CH:10]=[CH:9][C:8]([NH:11][C:12]2[CH:20]=[CH:19][CH:18]=[C:14]([C:15](O)=[O:16])[C:13]=2[C:21]([OH:23])=O)=[CH:7][CH:6]=1)([CH3:4])([CH3:3])[CH3:2].Cl.[NH2:25][CH:26]1[CH2:32][CH2:31][C:30](=[O:33])[NH:29][C:27]1=[O:28]. (4) Given the product [CH:17]1([C@H:16]2[CH2:2][C@@H:1]([NH:3][C:4](=[O:6])[CH3:5])[C:22]3[C:21](=[CH:26][CH:25]=[C:24]([C:27]([F:28])([F:29])[F:30])[CH:23]=3)[NH:20]2)[CH2:18][CH2:19]1, predict the reactants needed to synthesize it. The reactants are: [CH:1]([NH:3][C:4](=[O:6])[CH3:5])=[CH2:2].N1([CH:16]([NH:20][C:21]2[CH:26]=[CH:25][C:24]([C:27]([F:30])([F:29])[F:28])=[CH:23][CH:22]=2)[CH:17]2[CH2:19][CH2:18]2)C2C=CC=CC=2N=N1.C(OCC)(=O)C.[OH-].[Na+]. (5) The reactants are: Br[C:2]1[CH:3]=[C:4]([CH:6]=[CH:7][CH:8]=1)[NH2:5].[CH3:9][CH2:10]O.C([O-])([O-])=O.[Na+].[Na+].CC1(C)C(C)(C)OBO1.[NH:27]1[CH:31]=C[CH:29]=[N:28]1. Given the product [CH3:29][N:28]1[CH:10]=[C:9]([C:2]2[CH:3]=[C:4]([CH:6]=[CH:7][CH:8]=2)[NH2:5])[CH:31]=[N:27]1, predict the reactants needed to synthesize it. (6) Given the product [C:1]([C:3]1[CH:4]=[CH:5][C:6]([OH:38])=[C:7]([S:9]([NH:12][CH2:13][CH2:14][C:15]2[CH:20]=[CH:19][C:18]([C:21]3[CH:26]=[CH:25][CH:24]=[CH:23][C:22]=3[S:27]([CH3:30])(=[O:29])=[O:28])=[CH:17][C:16]=2[O:31][CH2:32][C:33]([OH:35])=[O:34])(=[O:10])=[O:11])[CH:8]=1)#[N:2], predict the reactants needed to synthesize it. The reactants are: [C:1]([C:3]1[CH:4]=[CH:5][C:6]([OH:38])=[C:7]([S:9]([NH:12][CH2:13][CH2:14][C:15]2[CH:20]=[CH:19][C:18]([C:21]3[CH:26]=[CH:25][CH:24]=[CH:23][C:22]=3[S:27]([CH3:30])(=[O:29])=[O:28])=[CH:17][C:16]=2[O:31][CH2:32][C:33]([O:35]CC)=[O:34])(=[O:11])=[O:10])[CH:8]=1)#[N:2].[OH-].[Na+].Cl. (7) Given the product [Cl:15][C:16]1[CH:23]=[CH:22][CH:21]=[CH:20][C:17]=1[CH2:18][N:12]1[CH:13]=[C:9]([B:4]2[O:5][C:6]([CH3:7])([CH3:8])[C:2]([CH3:14])([CH3:1])[O:3]2)[CH:10]=[N:11]1, predict the reactants needed to synthesize it. The reactants are: [CH3:1][C:2]1([CH3:14])[C:6]([CH3:8])([CH3:7])[O:5][B:4]([C:9]2[CH:10]=[N:11][NH:12][CH:13]=2)[O:3]1.[Cl:15][C:16]1[CH:23]=[CH:22][CH:21]=[CH:20][C:17]=1[CH2:18]O.C1(P(C2C=CC=CC=2)C2C=CC=CC=2)C=CC=CC=1.N(C(OC(C)(C)C)=O)=NC(OC(C)(C)C)=O. (8) Given the product [F:1][C@H:2]1[CH2:19][C@@:17]2([CH3:18])[C@@H:13]([CH2:14][CH2:15][C:16]2=[O:20])[C@H:12]2[C@H:3]1[C@@H:4]1[C:9]([CH2:10][C@H:11]2[CH2:21][CH2:22][CH2:23][CH2:24][CH2:25][OH:26])=[CH:8][C:7](=[O:34])[CH2:6][CH2:5]1, predict the reactants needed to synthesize it. The reactants are: [F:1][C@H:2]1[CH2:19][C@@:17]2([CH3:18])[C@@H:13]([CH2:14][CH2:15][C:16]2=[O:20])[C@H:12]2[C@H:3]1[C@@H:4]1[C:9]([CH2:10][C@H:11]2[CH2:21][CH2:22][CH2:23][CH2:24][CH2:25][O:26][Si](C(C)(C)C)(C)C)=[CH:8][C:7](=[O:34])[CH2:6][CH2:5]1.C(O)(=O)C.